This data is from Full USPTO retrosynthesis dataset with 1.9M reactions from patents (1976-2016). The task is: Predict the reactants needed to synthesize the given product. (1) Given the product [C:34]1([S:40]([OH:43])(=[O:42])=[O:41])[CH:39]=[CH:38][CH:37]=[CH:36][CH:35]=1.[CH3:1][NH:2][C:3]([C:5]1[CH:10]=[C:9]([O:11][C:12]2[CH:17]=[CH:16][C:15]([NH:18][C:19]([NH:21][C:22]3[CH:27]=[CH:26][C:25]([Cl:28])=[C:24]([C:29]([F:32])([F:31])[F:30])[CH:23]=3)=[O:20])=[C:14]([F:33])[CH:13]=2)[CH:8]=[CH:7][N:6]=1)=[O:4], predict the reactants needed to synthesize it. The reactants are: [CH3:1][NH:2][C:3]([C:5]1[CH:10]=[C:9]([O:11][C:12]2[CH:17]=[CH:16][C:15]([NH:18][C:19]([NH:21][C:22]3[CH:27]=[CH:26][C:25]([Cl:28])=[C:24]([C:29]([F:32])([F:31])[F:30])[CH:23]=3)=[O:20])=[C:14]([F:33])[CH:13]=2)[CH:8]=[CH:7][N:6]=1)=[O:4].[C:34]1([S:40]([OH:43])(=[O:42])=[O:41])[CH:39]=[CH:38][CH:37]=[CH:36][CH:35]=1. (2) Given the product [CH3:44][N:40]1[CH2:39][CH2:38][C:37]2[C:42](=[CH:43][C:34]([NH:33][C:31]([C:30]3[CH:29]=[C:28]([CH:47]=[CH:46][CH:45]=3)[CH2:27][NH:26][C:17]([N:1]3[C:9]4[C:4](=[C:5]([C:10]#[N:11])[CH:6]=[CH:7][CH:8]=4)[CH2:3][CH2:2]3)=[O:18])=[O:32])=[CH:35][CH:36]=2)[CH2:41]1, predict the reactants needed to synthesize it. The reactants are: [NH:1]1[C:9]2[CH:8]=[CH:7][CH:6]=[C:5]([C:10]#[N:11])[C:4]=2[CH2:3][CH2:2]1.C1N=CN([C:17](N2C=NC=C2)=[O:18])C=1.Cl.Cl.[NH2:26][CH2:27][C:28]1[CH:29]=[C:30]([CH:45]=[CH:46][CH:47]=1)[C:31]([NH:33][C:34]1[CH:43]=[C:42]2[C:37]([CH2:38][CH2:39][N:40]([CH3:44])[CH2:41]2)=[CH:36][CH:35]=1)=[O:32].CCN(CC)CC. (3) Given the product [Cl:1][CH2:2][CH2:3][C@H:4]([C:6]1[CH:11]=[CH:10][CH:9]=[CH:8][CH:7]=1)[O:5][C:23]1[CH:24]=[CH:25][C:20]([O:19][C:17]([O:16][C:12]([CH3:14])([CH3:13])[CH3:15])=[O:18])=[CH:21][C:22]=1[CH3:27], predict the reactants needed to synthesize it. The reactants are: [Cl:1][CH2:2][CH2:3][C@@H:4]([C:6]1[CH:11]=[CH:10][CH:9]=[CH:8][CH:7]=1)[OH:5].[C:12]([O:16][C:17]([O:19][C:20]1[CH:25]=[CH:24][C:23](O)=[C:22]([CH3:27])[CH:21]=1)=[O:18])([CH3:15])([CH3:14])[CH3:13].C1(P(C2C=CC=CC=2)C2C=CC=CC=2)C=CC=CC=1.